This data is from Reaction yield outcomes from USPTO patents with 853,638 reactions. The task is: Predict the reaction yield, written as a fraction of the theoretical maximum amount of product (1.0 means a 100% yield; for example, 0.34 means a 34% yield). (1) The reactants are C([O:5][C:6](=[O:28])[CH2:7][N:8]1[CH2:12][CH2:11][CH2:10][C@H:9]1[CH2:13][O:14][C:15]1[CH:20]=[CH:19][C:18]([CH2:21][C:22]2[CH:27]=[CH:26][CH:25]=[CH:24][CH:23]=2)=[CH:17][CH:16]=1)(C)(C)C.[F:29][C:30]([F:35])([F:34])[C:31]([OH:33])=[O:32]. The catalyst is ClCCl. The product is [OH:33][C:31]([C:30]([F:35])([F:34])[F:29])=[O:32].[CH2:21]([C:18]1[CH:19]=[CH:20][C:15]([O:14][CH2:13][C@@H:9]2[CH2:10][CH2:11][CH2:12][N:8]2[CH2:7][C:6]([OH:28])=[O:5])=[CH:16][CH:17]=1)[C:22]1[CH:23]=[CH:24][CH:25]=[CH:26][CH:27]=1. The yield is 0.940. (2) The reactants are [CH3:1][N:2]1[C:6]2[CH:7]=[CH:8][C:9]([NH2:11])=[CH:10][C:5]=2[N:4]=[CH:3]1.[Br:12]Br.N. The catalyst is CC(O)=O. The product is [CH3:1][N:2]1[C:6]2[CH:7]=[CH:8][C:9]([NH2:11])=[C:10]([Br:12])[C:5]=2[N:4]=[CH:3]1. The yield is 0.500.